Dataset: Reaction yield outcomes from USPTO patents with 853,638 reactions. Task: Predict the reaction yield, written as a fraction of the theoretical maximum amount of product (1.0 means a 100% yield; for example, 0.34 means a 34% yield). (1) The reactants are [O:1]1[C:5]2([CH2:10][CH2:9][NH:8][CH2:7][CH2:6]2)[O:4][CH2:3][CH2:2]1.[Cl:11][C:12]1[N:17]=[C:16](Cl)[CH:15]=[C:14]([Cl:19])[N:13]=1.C(N(C(C)C)CC)(C)C. The catalyst is C(Cl)Cl. The product is [Cl:11][C:12]1[N:17]=[C:16]([N:8]2[CH2:9][CH2:10][C:5]3([O:4][CH2:3][CH2:2][O:1]3)[CH2:6][CH2:7]2)[CH:15]=[C:14]([Cl:19])[N:13]=1. The yield is 0.190. (2) The reactants are [Br:1][C:2]1[C:3]([CH2:18][C:19]2[CH:24]=[CH:23][C:22]([Cl:25])=[C:21]([Cl:26])[CH:20]=2)=[C:4]([C:13]([O:15]CC)=[O:14])[S:5][C:6]=1[N:7]1[CH2:12][CH2:11][O:10][CH2:9][CH2:8]1.[OH-].[Na+].Cl. The catalyst is C1COCC1.CO.O. The product is [Br:1][C:2]1[C:3]([CH2:18][C:19]2[CH:24]=[CH:23][C:22]([Cl:25])=[C:21]([Cl:26])[CH:20]=2)=[C:4]([C:13]([OH:15])=[O:14])[S:5][C:6]=1[N:7]1[CH2:12][CH2:11][O:10][CH2:9][CH2:8]1. The yield is 0.900. (3) The reactants are [F:1][C:2]1[CH:7]=[C:6]([F:8])[C:5]([F:9])=[CH:4][C:3]=1[N:10]=[C:11]=S.[NH:13]([C:15](=[O:39])[C:16]([NH:18][C:19]1[CH:24]=[CH:23][C:22]([C@H:25]2[CH2:30][CH2:29][C@H:28]([CH2:31][C:32]([O:34][CH3:35])=[O:33])[CH2:27][CH2:26]2)=[CH:21][C:20]=1[N+:36]([O-:38])=[O:37])=[O:17])[NH2:14].CCN=C=NCCCN(C)C. The catalyst is CC(N(C)C)=O. The product is [N+:36]([C:20]1[CH:21]=[C:22]([C@H:25]2[CH2:30][CH2:29][C@H:28]([CH2:31][C:32]([O:34][CH3:35])=[O:33])[CH2:27][CH2:26]2)[CH:23]=[CH:24][C:19]=1[NH:18][C:16]([C:15]1[O:39][C:11]([NH:10][C:3]2[CH:4]=[C:5]([F:9])[C:6]([F:8])=[CH:7][C:2]=2[F:1])=[N:14][N:13]=1)=[O:17])([O-:38])=[O:37]. The yield is 0.810. (4) The reactants are [C:1]([O:5][C:6]([NH:8][C@@H:9]([CH2:15]I)[CH2:10][C:11]([O:13][CH3:14])=[O:12])=[O:7])([CH3:4])([CH3:3])[CH3:2].I[C:18]1[CH:19]=[C:20]([CH:22]=[CH:23][C:24]=1[CH3:25])[NH2:21].C1(C)C=CC=CC=1P(C1C=CC=CC=1C)C1C=CC=CC=1C. The catalyst is [Zn].[Pd].[Pd].C(=CC(=O)C)C1C=CC=CC=1.C(=CC(=O)C)C1C=CC=CC=1.C(=CC(=O)C)C1C=CC=CC=1. The product is [NH2:21][C:20]1[CH:19]=[CH:18][C:24]([CH3:25])=[C:23]([CH2:15][C@H:9]([NH:8][C:6]([O:5][C:1]([CH3:4])([CH3:3])[CH3:2])=[O:7])[CH2:10][C:11]([O:13][CH3:14])=[O:12])[CH:22]=1. The yield is 0.650. (5) The reactants are [CH:1]1[CH:6]=[C:5]2[CH:7]=[CH:8][CH:9]=[C:10]([CH2:11][C@H:12]([NH2:16])[C:13]([OH:15])=[O:14])[C:4]2=[CH:3][CH:2]=1.[N:17]1([C:23](Cl)=[O:24])[CH2:22][CH2:21][O:20][CH2:19][CH2:18]1. The catalyst is [OH-].[Na+].C([O-])([O-])=O.[Na+].[Na+]. The product is [N:17]1([C:23]([NH:16][C@@H:12]([CH2:11][C:10]2[C:4]3[C:5](=[CH:6][CH:1]=[CH:2][CH:3]=3)[CH:7]=[CH:8][CH:9]=2)[C:13]([OH:15])=[O:14])=[O:24])[CH2:22][CH2:21][O:20][CH2:19][CH2:18]1. The yield is 0.380. (6) The reactants are [N:1]1[CH:6]=[CH:5][C:4](/[CH:7]=[CH:8]/[C:9]2[C:17]3[C:12](=[CH:13][C:14]([C@H:18]4[C@@:20]5([C:28]6[C:23](=[CH:24][CH:25]=[CH:26][CH:27]=6)[NH:22][C:21]5=[O:29])[CH2:19]4)=[CH:15][CH:16]=3)[N:11](COCC[Si](C)(C)C)[N:10]=2)=[CH:3][CH:2]=1.B(F)(F)F.CCOCC. The catalyst is C(Cl)Cl. The product is [N:1]1[CH:6]=[CH:5][C:4](/[CH:7]=[CH:8]/[C:9]2[C:17]3[C:12](=[CH:13][C:14]([C@H:18]4[C@@:20]5([C:28]6[C:23](=[CH:24][CH:25]=[CH:26][CH:27]=6)[NH:22][C:21]5=[O:29])[CH2:19]4)=[CH:15][CH:16]=3)[NH:11][N:10]=2)=[CH:3][CH:2]=1. The yield is 0.900. (7) The reactants are [CH3:1][O:2][C:3]([C:5]1[S:9][C:8]([CH3:10])=[N:7][C:6]=1[C:11]1[CH:16]=[CH:15][C:14]([O:17][CH3:18])=[CH:13][CH:12]=1)=[O:4].C1C(=O)N([Br:26])C(=O)C1.CC(N=NC(C#N)(C)C)(C#N)C. The catalyst is C(Cl)(Cl)(Cl)Cl. The product is [CH3:1][O:2][C:3]([C:5]1[S:9][C:8]([CH2:10][Br:26])=[N:7][C:6]=1[C:11]1[CH:12]=[CH:13][C:14]([O:17][CH3:18])=[CH:15][CH:16]=1)=[O:4]. The yield is 0.240.